From a dataset of Reaction yield outcomes from USPTO patents with 853,638 reactions. Predict the reaction yield, written as a fraction of the theoretical maximum amount of product (1.0 means a 100% yield; for example, 0.34 means a 34% yield). (1) The reactants are [Cl-].O[NH3+:3].[C:4](=[O:7])([O-])[OH:5].[Na+].CS(C)=O.[C:13]([C:15]1[CH:20]=[CH:19][CH:18]=[CH:17][C:16]=1[C:21]1[CH:26]=[CH:25][C:24]([CH2:27][C:28]2[C:29](=[O:49])[N:30]([C@H:40]3[CH2:45][CH2:44][C@H:43]([C:46]([NH2:48])=[O:47])[CH2:42][CH2:41]3)[C:31]3[N:32]([N:37]=[CH:38][N:39]=3)[C:33]=2[CH2:34][CH2:35][CH3:36])=[CH:23][CH:22]=1)#[N:14]. The catalyst is C(OCC)(=O)C. The product is [O:49]=[C:29]1[C:28]([CH2:27][C:24]2[CH:25]=[CH:26][C:21]([C:16]3[CH:17]=[CH:18][CH:19]=[CH:20][C:15]=3[C:13]3[NH:3][C:4](=[O:7])[O:5][N:14]=3)=[CH:22][CH:23]=2)=[C:33]([CH2:34][CH2:35][CH3:36])[N:32]2[N:37]=[CH:38][N:39]=[C:31]2[N:30]1[C@H:40]1[CH2:45][CH2:44][C@H:43]([C:46]([NH2:48])=[O:47])[CH2:42][CH2:41]1. The yield is 0.820. (2) The reactants are [CH2:1]([C:5]1[N:6]([CH2:13][C:14]2[CH:19]=[CH:18][C:17]([C:20]3[C:21]([C:26]#[N:27])=[CH:22][CH:23]=[CH:24][CH:25]=3)=[CH:16][CH:15]=2)[C:7](=[O:12])[CH:8]=[C:9]([CH3:11])[N:10]=1)[CH2:2][CH2:3][CH3:4].[Br:28]Br. The catalyst is C(O)(=O)C.C(OCC)(=O)C. The product is [Br:28][C:8]1[C:7](=[O:12])[N:6]([CH2:13][C:14]2[CH:15]=[CH:16][C:17]([C:20]3[C:21]([C:26]#[N:27])=[CH:22][CH:23]=[CH:24][CH:25]=3)=[CH:18][CH:19]=2)[C:5]([CH2:1][CH2:2][CH2:3][CH3:4])=[N:10][C:9]=1[CH3:11]. The yield is 0.880. (3) The reactants are Cl[C:2]([O:4][CH2:5][C:6]1[CH:11]=[CH:10][CH:9]=[CH:8][CH:7]=1)=[O:3].[NH2:12][C@H:13]([CH3:17])[C:14]([OH:16])=[O:15]. The catalyst is [OH-].[Na+]. The product is [CH2:5]([O:4][C:2]([NH:12][C@H:13]([CH3:17])[C:14]([OH:16])=[O:15])=[O:3])[C:6]1[CH:11]=[CH:10][CH:9]=[CH:8][CH:7]=1. The yield is 0.890. (4) The reactants are CS([O:5][CH:6]1[CH:11]([CH3:12])[CH2:10][C:9]([C:13]2[CH:18]=[CH:17][N:16]=[CH:15][C:14]=2[N+:19]([O-:21])=[O:20])=[CH:8][CH:7]1[NH:22][C:23]([O:25][C:26]([CH3:29])([CH3:28])[CH3:27])=[O:24])(=O)=O.C(N(CC)CC)C.C[C:38]([O:41]C(OC(OC(C)(C)C)=O)=O)(C)C. The catalyst is N1C=CC=CC=1. The product is [CH3:12][CH:11]1[CH:6]2[CH:7]([N:22]([C:23]([O:25][C:26]([CH3:29])([CH3:28])[CH3:27])=[O:24])[C:38](=[O:41])[O:5]2)[CH:8]=[C:9]([C:13]2[CH:18]=[CH:17][N:16]=[CH:15][C:14]=2[N+:19]([O-:21])=[O:20])[CH2:10]1. The yield is 0.660. (5) The reactants are S(C1C=CC(C)=CC=1)([O-])(=O)=O.[O:12]1[CH2:17][CH2:16][CH:15]([O:18][C:19](=[O:25])[C@@H:20]([NH2:24])[CH:21]([CH3:23])[CH3:22])[CH2:14][CH2:13]1.[P:26](Cl)(Cl)(=[O:38])[O:27][C:28]1[C:37]2[C:32](=[CH:33][CH:34]=[CH:35][CH:36]=2)[CH:31]=[CH:30][CH:29]=1.C(N(CC)CC)C.[Cl:48]CCl. No catalyst specified. The product is [Cl:48][C:29]1[CH:30]=[CH:31][C:32]2[C:37](=[CH:36][CH:35]=[CH:34][CH:33]=2)[C:28]=1[O:27][P:26](=[N:24][C@@H:20]([CH:21]([CH3:23])[CH3:22])[C:19]([O:18][CH:15]1[CH2:14][CH2:13][O:12][CH2:17][CH2:16]1)=[O:25])=[O:38]. The yield is 0.670.